This data is from Forward reaction prediction with 1.9M reactions from USPTO patents (1976-2016). The task is: Predict the product of the given reaction. (1) Given the reactants [CH3:1][C:2]([CH3:21])([CH3:20])[CH2:3][N:4]([CH2:17][CH2:18][OH:19])[C:5]1[CH:12]=[CH:11][C:8]([C:9]#[N:10])=[C:7]([C:13]([F:16])([F:15])[F:14])[CH:6]=1.[CH3:22][C:23]([C:25]1[CH:26]=[CH:27][C:28](O)=[CH:29][CH:30]=1)=[O:24], predict the reaction product. The product is: [C:23]([C:25]1[CH:26]=[CH:27][C:28]([O:19][CH2:18][CH2:17][N:4]([CH2:3][C:2]([CH3:21])([CH3:20])[CH3:1])[C:5]2[CH:12]=[CH:11][C:8]([C:9]#[N:10])=[C:7]([C:13]([F:14])([F:15])[F:16])[CH:6]=2)=[CH:29][CH:30]=1)(=[O:24])[CH3:22]. (2) The product is: [C:1]([C@H:5]1[CH2:10][CH2:9][C@H:8]([O:11][C:12]2[C:13]([CH3:32])=[C:14]3[C:19](=[CH:20][CH:21]=2)[CH:18]=[C:17]([CH2:22][N:23]2[CH2:26][CH:25]([C:27]([O:29][CH3:30])=[O:28])[CH2:24]2)[CH:16]=[CH:15]3)[CH2:7][CH2:6]1)([CH3:4])([CH3:3])[CH3:2]. Given the reactants [C:1]([C@H:5]1[CH2:10][CH2:9][C@H:8]([O:11][C:12]2[C:13](I)=[C:14]3[C:19](=[CH:20][CH:21]=2)[CH:18]=[C:17]([CH2:22][N:23]2[CH2:26][CH:25]([C:27]([O:29][CH3:30])=[O:28])[CH2:24]2)[CH:16]=[CH:15]3)[CH2:7][CH2:6]1)([CH3:4])([CH3:3])[CH3:2].[CH3:32]B(O)O.C([O-])([O-])=O.[K+].[K+].ClCCl, predict the reaction product. (3) The product is: [CH3:1][C:2]1[C:3]([C@H:8]2[CH2:13][CH2:12][CH2:11][C@@H:10]([C:14]3[C:19]([CH3:20])=[CH:18][CH:17]=[CH:16][N:15]=3)[N:9]2[CH2:23][C:24]2[CH:29]=[CH:28][N:27]=[CH:26][CH:25]=2)=[N:4][CH:5]=[CH:6][CH:7]=1. Given the reactants [CH3:1][C:2]1[C:3]([C@H:8]2[CH2:13][CH2:12][CH2:11][C@@H:10]([C:14]3[C:19]([CH3:20])=[CH:18][CH:17]=[CH:16][N:15]=3)[NH:9]2)=[N:4][CH:5]=[CH:6][CH:7]=1.Br.Br[CH2:23][C:24]1[CH:29]=[CH:28][N:27]=[CH:26][CH:25]=1.CCN(C(C)C)C(C)C, predict the reaction product. (4) Given the reactants [Cl:1][C:2]1[CH:3]=[C:4]([CH:7]=[CH:8][C:9]=1[C:10]([F:13])([F:12])[F:11])[CH:5]=[O:6].[N+:14]([CH:16](S(C1C=CC(C)=CC=1)(=O)=O)[CH3:17])#[C-:15].C([O-])([O-])=O.[K+].[K+], predict the reaction product. The product is: [Cl:1][C:2]1[CH:3]=[C:4]([C:5]2[O:6][CH:15]=[N:14][C:16]=2[CH3:17])[CH:7]=[CH:8][C:9]=1[C:10]([F:11])([F:12])[F:13]. (5) Given the reactants [CH:1]1([C:7]2[C:11]([CH2:12][C:13]3[CH:20]=[CH:19]C(C#N)=[CH:15][CH:14]=3)=[CH:10][N:9]([C:21]3[CH:26]=[CH:25][C:24]([O:27][C:28]([F:31])([F:30])[F:29])=[CH:23][CH:22]=3)[N:8]=2)[CH2:6][CH2:5][CH2:4][CH2:3][CH2:2]1.[OH-:32].[K+].[CH2:34]([OH:36])[CH3:35], predict the reaction product. The product is: [CH:1]1([C:7]2[C:11]([CH2:12][C:13]3[CH:20]=[CH:19][C:35]([C:34]([OH:32])=[O:36])=[CH:15][CH:14]=3)=[CH:10][N:9]([C:21]3[CH:26]=[CH:25][C:24]([O:27][C:28]([F:31])([F:30])[F:29])=[CH:23][CH:22]=3)[N:8]=2)[CH2:6][CH2:5][CH2:4][CH2:3][CH2:2]1. (6) Given the reactants [OH:1][C:2]1[CH:3]=[C:4]2[C:9](=[CH:10][C:11]=1[CH3:12])[O:8][C:7]1([CH2:21][C:20]([CH3:23])([CH3:22])[C:19]3[C:14](=[CH:15][C:16]([CH3:25])=[C:17]([OH:24])[CH:18]=3)[O:13]1)[CH2:6][C:5]2([CH3:27])[CH3:26].C(=O)([O-])[O-].[K+].[K+].Br[CH2:35][CH2:36][CH2:37][OH:38].Cl, predict the reaction product. The product is: [OH:1][C:2]1[CH:3]=[C:4]2[C:9](=[CH:10][C:11]=1[CH3:12])[O:8][C:7]1([CH2:21][C:20]([CH3:22])([CH3:23])[C:19]3[C:14](=[CH:15][C:16]([CH3:25])=[C:17]([O:24][CH2:35][CH2:36][CH2:37][OH:38])[CH:18]=3)[O:13]1)[CH2:6][C:5]2([CH3:27])[CH3:26]. (7) The product is: [CH3:13][CH:11]1[CH2:10][C:9](=[O:14])[CH:8]=[C:7]([B:20]2[O:21][C:22]([CH3:24])([CH3:23])[C:18]([CH3:34])([CH3:17])[O:19]2)[CH2:12]1. Given the reactants FC(F)(F)S(O[C:7]1[CH2:12][CH:11]([CH3:13])[CH2:10][C:9](=[O:14])[CH:8]=1)(=O)=O.[CH3:17][C:18]1([CH3:34])[C:22]([CH3:24])([CH3:23])[O:21][B:20]([B:20]2[O:21][C:22]([CH3:24])([CH3:23])[C:18]([CH3:34])([CH3:17])[O:19]2)[O:19]1.CC([O-])=O.[K+].ClCCl, predict the reaction product. (8) Given the reactants [CH3:1][C:2]1([CH3:19])[C:10]2[C:5](=[CH:6][C:7]([N+:15]([O-:17])=[O:16])=[C:8]([NH:11]C(=O)C)[CH:9]=2)[NH:4][C:3]1=[O:18].Br[CH2:21][C:22](=[O:25])[CH2:23][CH3:24].C([O-])([O-])=O.[K+].[K+], predict the reaction product. The product is: [NH2:11][C:8]1[CH:9]=[C:10]2[C:5](=[CH:6][C:7]=1[N+:15]([O-:17])=[O:16])[N:4]([CH2:21][C:22](=[O:25])[CH2:23][CH3:24])[C:3](=[O:18])[C:2]2([CH3:1])[CH3:19].